From a dataset of Catalyst prediction with 721,799 reactions and 888 catalyst types from USPTO. Predict which catalyst facilitates the given reaction. Reactant: C([O:3][C:4]([C:6]1[CH:10]=[C:9]([NH2:11])[N:8]([C:12]2[CH:17]=[CH:16][CH:15]=[CH:14][CH:13]=2)[N:7]=1)=[O:5])C.C(N(CC)CC)C.[CH3:25][S:26](Cl)(=[O:28])=[O:27].[OH-].[Na+]. Product: [CH3:25][S:26]([NH:11][C:9]1[N:8]([C:12]2[CH:17]=[CH:16][CH:15]=[CH:14][CH:13]=2)[N:7]=[C:6]([C:4]([OH:3])=[O:5])[CH:10]=1)(=[O:28])=[O:27]. The catalyst class is: 1.